The task is: Regression. Given a peptide amino acid sequence and an MHC pseudo amino acid sequence, predict their binding affinity value. This is MHC class I binding data.. This data is from Peptide-MHC class I binding affinity with 185,985 pairs from IEDB/IMGT. (1) The peptide sequence is PHYNNPWNT. The MHC is HLA-B08:01 with pseudo-sequence HLA-B08:01. The binding affinity (normalized) is 0.0847. (2) The peptide sequence is MTSTRTIIL. The MHC is HLA-A68:02 with pseudo-sequence HLA-A68:02. The binding affinity (normalized) is 0.424. (3) The peptide sequence is VFGSTMNNK. The MHC is HLA-A33:01 with pseudo-sequence HLA-A33:01. The binding affinity (normalized) is 0.0123. (4) The peptide sequence is TPVWHVTSA. The MHC is HLA-A11:01 with pseudo-sequence HLA-A11:01. The binding affinity (normalized) is 0.0847. (5) The peptide sequence is YLYGIGSAVV. The MHC is HLA-A02:02 with pseudo-sequence HLA-A02:02. The binding affinity (normalized) is 0.773.